This data is from Forward reaction prediction with 1.9M reactions from USPTO patents (1976-2016). The task is: Predict the product of the given reaction. (1) Given the reactants [N:1]1([CH2:7][CH2:8][O:9][C:10]2[CH:15]=[CH:14][CH:13]=[CH:12][C:11]=2[CH2:16][S:17]([C:20]2[CH:21]=[C:22]3[C:26](=[CH:27][CH:28]=2)[NH:25][C:24](=[O:29])[CH2:23]3)(=[O:19])=[O:18])[CH2:6][CH2:5][O:4][CH2:3][CH2:2]1.[OH:30][C@@H:31]1[CH2:35][CH2:34][N:33]([C:36]([C:38]2[C:39]([CH3:46])=[C:40]([CH:44]=O)[NH:41][C:42]=2[CH3:43])=[O:37])[CH2:32]1, predict the reaction product. The product is: [OH:30][C@@H:31]1[CH2:35][CH2:34][N:33]([C:36]([C:38]2[C:39]([CH3:46])=[C:40](/[CH:44]=[C:23]3\[C:24](=[O:29])[NH:25][C:26]4[C:22]\3=[CH:21][C:20]([S:17]([CH2:16][C:11]3[CH:12]=[CH:13][CH:14]=[CH:15][C:10]=3[O:9][CH2:8][CH2:7][N:1]3[CH2:6][CH2:5][O:4][CH2:3][CH2:2]3)(=[O:19])=[O:18])=[CH:28][CH:27]=4)[NH:41][C:42]=2[CH3:43])=[O:37])[CH2:32]1. (2) Given the reactants [CH2:1]([C:4]1[CH:9]=[CH:8][CH:7]=[C:6]([N+:10]([O-:12])=[O:11])[C:5]=1[OH:13])[CH:2]=[CH2:3].ClC1C=C(C=CC=1)C(OO)=[O:19].C(=O)([O-])[O-].[K+].[K+], predict the reaction product. The product is: [N+:10]([C:6]1[C:5]2[O:13][CH:2]([CH2:3][OH:19])[CH2:1][C:4]=2[CH:9]=[CH:8][CH:7]=1)([O-:12])=[O:11]. (3) Given the reactants Cl[C:2]1[C:7]([N+:8]([O-])=O)=[CH:6][CH:5]=[CH:4][C:3]=1[CH3:11].[C:12]1([NH:18][C:19](=O)[CH3:20])[CH:17]=[CH:16][CH:15]=[CH:14][CH:13]=1, predict the reaction product. The product is: [CH3:20][C:19]1[N:18]([C:12]2[CH:17]=[CH:16][CH:15]=[CH:14][CH:13]=2)[C:2]2[C:3]([CH3:11])=[CH:4][CH:5]=[CH:6][C:7]=2[N:8]=1. (4) Given the reactants Cl[CH2:2][CH2:3][C:4]([NH:6][C:7]1[CH:12]=[CH:11][CH:10]=[C:9]([OH:13])[CH:8]=1)=[O:5].[Cl-].[Al+3].[Cl-].[Cl-], predict the reaction product. The product is: [OH:13][C:9]1[CH:8]=[C:7]2[C:12]([CH2:2][CH2:3][C:4](=[O:5])[NH:6]2)=[CH:11][CH:10]=1. (5) Given the reactants Cl[C:2]1[C:3]2[CH2:19][CH2:18][C:17](=[O:20])[NH:16][C:4]=2[N:5]=[C:6](/[CH:8]=[CH:9]/[C:10]2[CH:15]=[CH:14][CH:13]=[CH:12][CH:11]=2)[N:7]=1.[CH3:21][O-:22].[Na+], predict the reaction product. The product is: [CH3:21][O:22][C:2]1[C:3]2[CH2:19][CH2:18][C:17](=[O:20])[NH:16][C:4]=2[N:5]=[C:6](/[CH:8]=[CH:9]/[C:10]2[CH:15]=[CH:14][CH:13]=[CH:12][CH:11]=2)[N:7]=1.